Dataset: NCI-60 drug combinations with 297,098 pairs across 59 cell lines. Task: Regression. Given two drug SMILES strings and cell line genomic features, predict the synergy score measuring deviation from expected non-interaction effect. (1) Drug 1: CCC1=CC2CC(C3=C(CN(C2)C1)C4=CC=CC=C4N3)(C5=C(C=C6C(=C5)C78CCN9C7C(C=CC9)(C(C(C8N6C)(C(=O)OC)O)OC(=O)C)CC)OC)C(=O)OC.C(C(C(=O)O)O)(C(=O)O)O. Drug 2: CCCCC(=O)OCC(=O)C1(CC(C2=C(C1)C(=C3C(=C2O)C(=O)C4=C(C3=O)C=CC=C4OC)O)OC5CC(C(C(O5)C)O)NC(=O)C(F)(F)F)O. Cell line: M14. Synergy scores: CSS=29.9, Synergy_ZIP=1.26, Synergy_Bliss=2.66, Synergy_Loewe=-3.97, Synergy_HSA=4.03. (2) Drug 1: C1CN1P(=S)(N2CC2)N3CC3. Drug 2: C1=NC2=C(N=C(N=C2N1C3C(C(C(O3)CO)O)F)Cl)N. Cell line: KM12. Synergy scores: CSS=8.95, Synergy_ZIP=-2.32, Synergy_Bliss=2.76, Synergy_Loewe=-5.46, Synergy_HSA=0.328. (3) Drug 1: CC1=C(C=C(C=C1)NC2=NC=CC(=N2)N(C)C3=CC4=NN(C(=C4C=C3)C)C)S(=O)(=O)N.Cl. Drug 2: COC1=C2C(=CC3=C1OC=C3)C=CC(=O)O2. Cell line: CCRF-CEM. Synergy scores: CSS=1.51, Synergy_ZIP=1.95, Synergy_Bliss=1.11, Synergy_Loewe=-2.39, Synergy_HSA=-1.39. (4) Drug 1: C1=CC(=C2C(=C1NCCNCCO)C(=O)C3=C(C=CC(=C3C2=O)O)O)NCCNCCO. Drug 2: C(=O)(N)NO. Cell line: PC-3. Synergy scores: CSS=25.7, Synergy_ZIP=0.0758, Synergy_Bliss=0.701, Synergy_Loewe=-8.10, Synergy_HSA=3.23. (5) Drug 1: CC1C(C(=O)NC(C(=O)N2CCCC2C(=O)N(CC(=O)N(C(C(=O)O1)C(C)C)C)C)C(C)C)NC(=O)C3=C4C(=C(C=C3)C)OC5=C(C(=O)C(=C(C5=N4)C(=O)NC6C(OC(=O)C(N(C(=O)CN(C(=O)C7CCCN7C(=O)C(NC6=O)C(C)C)C)C)C(C)C)C)N)C. Drug 2: CS(=O)(=O)CCNCC1=CC=C(O1)C2=CC3=C(C=C2)N=CN=C3NC4=CC(=C(C=C4)OCC5=CC(=CC=C5)F)Cl. Cell line: HOP-92. Synergy scores: CSS=38.3, Synergy_ZIP=6.58, Synergy_Bliss=9.54, Synergy_Loewe=9.92, Synergy_HSA=9.89. (6) Drug 2: CCCCC(=O)OCC(=O)C1(CC(C2=C(C1)C(=C3C(=C2O)C(=O)C4=C(C3=O)C=CC=C4OC)O)OC5CC(C(C(O5)C)O)NC(=O)C(F)(F)F)O. Cell line: NCI-H460. Drug 1: COC1=CC(=CC(=C1O)OC)C2C3C(COC3=O)C(C4=CC5=C(C=C24)OCO5)OC6C(C(C7C(O6)COC(O7)C8=CC=CS8)O)O. Synergy scores: CSS=41.6, Synergy_ZIP=2.72, Synergy_Bliss=2.49, Synergy_Loewe=-4.96, Synergy_HSA=2.99. (7) Drug 1: CC12CCC(CC1=CCC3C2CCC4(C3CC=C4C5=CN=CC=C5)C)O. Drug 2: C1CN(P(=O)(OC1)NCCCl)CCCl. Cell line: SNB-75. Synergy scores: CSS=-1.69, Synergy_ZIP=-0.144, Synergy_Bliss=-1.99, Synergy_Loewe=-2.91, Synergy_HSA=-2.52.